Task: Predict the product of the given reaction.. Dataset: Forward reaction prediction with 1.9M reactions from USPTO patents (1976-2016) (1) Given the reactants N[C:2]1[CH:3]=[C:4]([N:13]2[CH2:17][CH2:16][CH2:15][C:14]2=[O:18])[C:5]([F:12])=[C:6]([CH:11]=1)[C:7]([O:9][CH3:10])=[O:8].[BrH:19].N([O-])=O.[Na+], predict the reaction product. The product is: [Br:19][C:2]1[CH:3]=[C:4]([N:13]2[CH2:17][CH2:16][CH2:15][C:14]2=[O:18])[C:5]([F:12])=[C:6]([CH:11]=1)[C:7]([O:9][CH3:10])=[O:8]. (2) Given the reactants [ClH:1].C[O:3][C:4]1[CH:13]=[CH:12][C:11]2[NH:10][C:9](=[O:14])[C:8]3[S:15][CH:16]=[CH:17][C:7]=3[C:6]=2[C:5]=1[C:18]1[CH:23]=[CH:22][C:21]([C@@H:24]([CH3:28])[CH2:25][NH:26][CH3:27])=[CH:20][CH:19]=1.[CH2:29]=O, predict the reaction product. The product is: [ClH:1].[CH3:29][N:26]([CH3:27])[CH2:25][C@@H:24]([C:21]1[CH:22]=[CH:23][C:18]([C:5]2[C:6]3[C:7]4[CH:17]=[CH:16][S:15][C:8]=4[C:9](=[O:14])[NH:10][C:11]=3[CH:12]=[CH:13][C:4]=2[OH:3])=[CH:19][CH:20]=1)[CH3:28]. (3) Given the reactants [NH2:1][C:2]1[CH:3]=[C:4]([N:8]2[C:12]3=[N:13][CH:14]=[N:15][C:16]([NH2:17])=[C:11]3[CH:10]=[N:9]2)[CH:5]=[CH:6][CH:7]=1.[S:18]1[CH:22]=[CH:21][CH:20]=[C:19]1[S:23](Cl)(=[O:25])=[O:24].C(N(C(C)C)CC)(C)C.CN(C=O)C, predict the reaction product. The product is: [NH2:17][C:16]1[N:15]=[CH:14][N:13]=[C:12]2[N:8]([C:4]3[CH:3]=[C:2]([NH:1][S:23]([C:19]4[S:18][CH:22]=[CH:21][CH:20]=4)(=[O:25])=[O:24])[CH:7]=[CH:6][CH:5]=3)[N:9]=[CH:10][C:11]=12. (4) The product is: [C:25]([C:23]1[CH:22]=[CH:21][C:3]([CH2:4][C:5]([O:18][CH2:19][CH3:20])([C:9]2[CH:14]=[CH:13][C:12]([O:15][CH3:16])=[CH:11][C:10]=2[F:17])[C:6]([NH2:8])=[O:7])=[C:2]([NH:1][S:34]([CH2:27][C:28]2[CH:33]=[CH:32][CH:31]=[CH:30][CH:29]=2)(=[O:36])=[O:35])[CH:24]=1)#[N:26]. Given the reactants [NH2:1][C:2]1[CH:24]=[C:23]([C:25]#[N:26])[CH:22]=[CH:21][C:3]=1[CH2:4][C:5]([O:18][CH2:19][CH3:20])([C:9]1[CH:14]=[CH:13][C:12]([O:15][CH3:16])=[CH:11][C:10]=1[F:17])[C:6]([NH2:8])=[O:7].[CH2:27]([S:34](Cl)(=[O:36])=[O:35])[C:28]1[CH:33]=[CH:32][CH:31]=[CH:30][CH:29]=1, predict the reaction product.